This data is from Full USPTO retrosynthesis dataset with 1.9M reactions from patents (1976-2016). The task is: Predict the reactants needed to synthesize the given product. (1) Given the product [CH3:31][O:30][C:26]1[CH:25]=[C:24]2[C:29]([C:20]([O:19][CH2:18][C:15]3[N:13]4[CH:14]=[C:9]([C:7]5[NH:8][C:3](=[O:41])[CH:4]=[CH:5][CH:6]=5)[CH:10]=[CH:11][C:12]4=[N:17][N:16]=3)=[CH:21][CH:22]=[N:23]2)=[CH:28][CH:27]=1, predict the reactants needed to synthesize it. The reactants are: Cl.F[C:3]1[N:8]=[C:7]([C:9]2[CH:10]=[CH:11][C:12]3[N:13]([C:15]([CH2:18][O:19][C:20]4[C:29]5[C:24](=[CH:25][C:26]([O:30][CH3:31])=[CH:27][CH:28]=5)[N:23]=[CH:22][CH:21]=4)=[N:16][N:17]=3)[CH:14]=2)[CH:6]=[CH:5][CH:4]=1.C(N(CC)CC)C.CS(C)=[O:41]. (2) Given the product [CH3:1][O:2][C:3]1[CH:31]=[C:30]([O:32][CH3:33])[CH:29]=[CH:28][C:4]=1[CH2:5][N:6]1[C:15]2[C:10](=[CH:11][C:12]([F:21])=[C:13]([C:16]3[O:17][CH:18]=[CH:19][CH:20]=3)[N:14]=2)[C:9](=[O:22])[C:8]([C:23]([OH:25])=[O:24])=[CH:7]1, predict the reactants needed to synthesize it. The reactants are: [CH3:1][O:2][C:3]1[CH:31]=[C:30]([O:32][CH3:33])[CH:29]=[CH:28][C:4]=1[CH2:5][N:6]1[C:15]2[C:10](=[CH:11][C:12]([F:21])=[C:13]([C:16]3[O:17][CH:18]=[CH:19][CH:20]=3)[N:14]=2)[C:9](=[O:22])[C:8]([C:23]([O:25]CC)=[O:24])=[CH:7]1.O.[OH-].[Li+].Cl. (3) Given the product [F:14][C:6]1[CH:5]=[C:4]2[C:9]([CH:10]=[C:11]([CH:12]=[O:13])[C:2]([C:15]3[CH:20]=[CH:19][CH:18]=[CH:17][CH:16]=3)=[N:3]2)=[CH:8][CH:7]=1, predict the reactants needed to synthesize it. The reactants are: Cl[C:2]1[C:11]([CH:12]=[O:13])=[CH:10][C:9]2[C:4](=[CH:5][C:6]([F:14])=[CH:7][CH:8]=2)[N:3]=1.[C:15]1(B(O)O)[CH:20]=[CH:19][CH:18]=[CH:17][CH:16]=1.C([O-])([O-])=O.[Na+].[Na+].CCOC(C)=O. (4) Given the product [Cl:8][C:9]1[CH:10]=[C:11]([S:16]([N:4]2[CH2:5][CH2:6][NH:1][C:2](=[O:7])[CH2:3]2)(=[O:17])=[O:18])[CH:12]=[CH:13][C:14]=1[Cl:15], predict the reactants needed to synthesize it. The reactants are: [NH:1]1[CH2:6][CH2:5][NH:4][CH2:3][C:2]1=[O:7].[Cl:8][C:9]1[CH:10]=[C:11]([S:16](Cl)(=[O:18])=[O:17])[CH:12]=[CH:13][C:14]=1[Cl:15].C(N(C(C)C)CC)(C)C. (5) Given the product [CH:1]([S:4]([CH2:7][C@@H:8]1[CH2:9][C:10](=[O:11])[CH2:15][CH2:16][C@@H:17]1[NH:18][C:19](=[O:28])[O:20][CH2:21][C:22]1[CH:23]=[CH:24][CH:25]=[CH:26][CH:27]=1)(=[O:6])=[O:5])([CH3:3])[CH3:2], predict the reactants needed to synthesize it. The reactants are: [CH:1]([S:4]([CH2:7][C@H:8]1[C@@H:17]([NH:18][C:19](=[O:28])[O:20][CH2:21][C:22]2[CH:27]=[CH:26][CH:25]=[CH:24][CH:23]=2)[CH2:16][CH2:15][C:10]2(OCC[O:11]2)[CH2:9]1)(=[O:6])=[O:5])([CH3:3])[CH3:2].Cl. (6) Given the product [CH:64]1([CH2:63][C@H:56]([NH:55][C:12]([C@@H:9]2[CH2:10][CH2:11][N:8]2[C:6]([O:5][C:2]([CH3:1])([CH3:3])[CH3:4])=[O:7])=[O:14])/[CH:57]=[CH:58]/[C:59]([O:61][CH3:62])=[O:60])[CH2:66][CH2:65]1, predict the reactants needed to synthesize it. The reactants are: [CH3:1][C:2]([O:5][C:6]([N:8]1[CH2:11][CH2:10][C@H:9]1[C:12]([OH:14])=O)=[O:7])([CH3:4])[CH3:3].CN(C(ON1N=NC2C=CC=NC1=2)=[N+](C)C)C.F[P-](F)(F)(F)(F)F.CCN(C(C)C)C(C)C.FC(F)(F)C(O)=O.[NH2:55][C@@H:56]([CH2:63][CH:64]1[CH2:66][CH2:65]1)/[CH:57]=[CH:58]/[C:59]([O:61][CH3:62])=[O:60]. (7) Given the product [CH2:12]1[C@@H:14]([NH3+:15])[C@H:13]1[C:16]1[CH:21]=[CH:20][C:19]([F:22])=[C:18]([F:23])[CH:17]=1.[CH:1]1[CH:2]=[CH:3][C:4]([CH:7]([OH:11])[C:8]([O-:10])=[O:9])=[CH:5][CH:6]=1, predict the reactants needed to synthesize it. The reactants are: [CH:1]1[CH:6]=[CH:5][C:4]([C@@H:7]([OH:11])[C:8]([OH:10])=[O:9])=[CH:3][CH:2]=1.[CH2:12]1[C@@H:14]([NH2:15])[C@@H:13]1[C:16]1[CH:21]=[CH:20][C:19]([F:22])=[C:18]([F:23])[CH:17]=1. (8) Given the product [CH3:1][O:2][C:3](=[O:34])[CH:4]([C:10]1[CH:11]=[C:12]([C:25]2[CH:30]=[CH:29][CH:28]=[C:27]([N+:31]([O-:33])=[O:32])[CH:26]=2)[C:13]([O:18][CH2:19][O:20][CH2:21][CH2:22][O:23][CH3:24])=[C:14]([C:16]2[N:43]([S:44]([CH3:47])(=[O:46])=[O:45])[C:40]3[C:41]([CH:17]=2)=[CH:42][C:37]([C:35]#[N:36])=[CH:38][CH:39]=3)[CH:15]=1)[CH2:5][C:6]([O:8][CH3:9])=[O:7], predict the reactants needed to synthesize it. The reactants are: [CH3:1][O:2][C:3](=[O:34])[CH:4]([C:10]1[CH:11]=[C:12]([C:25]2[CH:30]=[CH:29][CH:28]=[C:27]([N+:31]([O-:33])=[O:32])[CH:26]=2)[C:13]([O:18][CH2:19][O:20][CH2:21][CH2:22][O:23][CH3:24])=[C:14]([C:16]#[CH:17])[CH:15]=1)[CH2:5][C:6]([O:8][CH3:9])=[O:7].[C:35]([C:37]1[CH:42]=[CH:41][C:40]([NH:43][S:44]([CH3:47])(=[O:46])=[O:45])=[C:39](I)[CH:38]=1)#[N:36].C(N(CC)CC)C.C(O)(=O)CC(CC(O)=O)(C(O)=O)O.